Dataset: Full USPTO retrosynthesis dataset with 1.9M reactions from patents (1976-2016). Task: Predict the reactants needed to synthesize the given product. (1) Given the product [Si:6]([O:23][CH2:24][C:25]1[C:30]([N:31]2[CH2:36][C@H:35]([CH3:37])[O:34][C@H:33]([CH3:38])[CH2:32]2)=[C:29]([F:39])[C:28]([F:40])=[C:27]([C:44]([C:46]2[N:47]=[C:48]([CH3:51])[O:49][CH:50]=2)=[O:45])[CH:26]=1)([C:19]([CH3:21])([CH3:22])[CH3:20])([C:7]1[CH:12]=[CH:11][CH:10]=[CH:9][CH:8]=1)[C:13]1[CH:18]=[CH:17][CH:16]=[CH:15][CH:14]=1, predict the reactants needed to synthesize it. The reactants are: C([Li])(CC)C.[Si:6]([O:23][CH2:24][C:25]1[C:30]([N:31]2[CH2:36][C@H:35]([CH3:37])[O:34][C@H:33]([CH3:38])[CH2:32]2)=[C:29]([F:39])[C:28]([F:40])=[CH:27][CH:26]=1)([C:19]([CH3:22])([CH3:21])[CH3:20])([C:13]1[CH:18]=[CH:17][CH:16]=[CH:15][CH:14]=1)[C:7]1[CH:12]=[CH:11][CH:10]=[CH:9][CH:8]=1.CON(C)[C:44]([C:46]1[N:47]=[C:48]([CH3:51])[O:49][CH:50]=1)=[O:45]. (2) The reactants are: [Br:1][C:2]1[CH:3]=[CH:4][C:5]([F:16])=[C:6]([CH:8]([C:10]2[CH:11]=[N:12][CH:13]=[CH:14][CH:15]=2)[OH:9])[CH:7]=1.CC(OI1(OC(C)=O)(OC(C)=O)OC(=O)C2C=CC=CC1=2)=O. Given the product [Br:1][C:2]1[CH:3]=[CH:4][C:5]([F:16])=[C:6]([C:8]([C:10]2[CH:11]=[N:12][CH:13]=[CH:14][CH:15]=2)=[O:9])[CH:7]=1, predict the reactants needed to synthesize it. (3) Given the product [CH3:36][N:34]([CH3:35])[C:31]1[CH:32]=[CH:33][C:28]([CH2:27][N:26]([CH2:24][CH3:25])[C:21](=[O:23])[CH2:20][N:9]([C:4]2[CH:5]=[CH:6][CH:7]=[CH:8][C:3]=2[O:2][CH3:1])[S:10]([C:13]2[C:14]([CH3:19])=[CH:15][CH:16]=[CH:17][CH:18]=2)(=[O:11])=[O:12])=[CH:29][CH:30]=1, predict the reactants needed to synthesize it. The reactants are: [CH3:1][O:2][C:3]1[CH:8]=[CH:7][CH:6]=[CH:5][C:4]=1[N:9]([CH2:20][C:21]([OH:23])=O)[S:10]([C:13]1[C:14]([CH3:19])=[CH:15][CH:16]=[CH:17][CH:18]=1)(=[O:12])=[O:11].[CH2:24]([NH:26][CH2:27][C:28]1[CH:33]=[CH:32][C:31]([N:34]([CH3:36])[CH3:35])=[CH:30][CH:29]=1)[CH3:25]. (4) Given the product [CH2:14]([O:16][C:17]([C:19]1[N:20]=[C:21]2[CH2:26][N:25]([C:11]([C:9]3[CH:10]=[C:5]4[N:4]=[CH:3][C:2]([Br:1])=[CH:7][N:6]4[N:8]=3)=[O:13])[CH2:24][CH2:23][N:22]2[CH:27]=1)=[O:18])[CH3:15], predict the reactants needed to synthesize it. The reactants are: [Br:1][C:2]1[CH:3]=[N:4][C:5]2[N:6]([N:8]=[C:9]([C:11]([OH:13])=O)[CH:10]=2)[CH:7]=1.[CH2:14]([O:16][C:17]([C:19]1[N:20]=[C:21]2[CH2:26][NH:25][CH2:24][CH2:23][N:22]2[CH:27]=1)=[O:18])[CH3:15].